Binary Classification. Given a drug SMILES string, predict its activity (active/inactive) in a high-throughput screening assay against a specified biological target. From a dataset of Orexin1 receptor HTS with 218,158 compounds and 233 confirmed actives. (1) The compound is O=C1N(CCCCN2CCN(CC2)c2ccccc2)C(=O)C\C1=C1\c2c(c3c1cccc3)cccc2. The result is 0 (inactive). (2) The drug is O(CCNC(=O)c1cccnc1)C(=O)c1c(cccc1)C(OCCNC(=O)c1cccnc1)=O. The result is 0 (inactive). (3) The drug is Clc1cc(NC(=O)CN(S(=O)(=O)c2c(onc2C)C)c2ccc(OC)cc2)c(OC)cc1. The result is 0 (inactive).